From a dataset of NCI-60 drug combinations with 297,098 pairs across 59 cell lines. Regression. Given two drug SMILES strings and cell line genomic features, predict the synergy score measuring deviation from expected non-interaction effect. (1) Cell line: HCT116. Drug 1: CC12CCC3C(C1CCC2=O)CC(=C)C4=CC(=O)C=CC34C. Drug 2: C1=CC(=CC=C1CCCC(=O)O)N(CCCl)CCCl. Synergy scores: CSS=84.3, Synergy_ZIP=0.289, Synergy_Bliss=-0.196, Synergy_Loewe=-0.529, Synergy_HSA=0.387. (2) Drug 1: CCN(CC)CCCC(C)NC1=C2C=C(C=CC2=NC3=C1C=CC(=C3)Cl)OC. Drug 2: CC1C(C(CC(O1)OC2CC(CC3=C2C(=C4C(=C3O)C(=O)C5=CC=CC=C5C4=O)O)(C(=O)C)O)N)O. Cell line: DU-145. Synergy scores: CSS=35.7, Synergy_ZIP=-5.70, Synergy_Bliss=-8.52, Synergy_Loewe=-22.1, Synergy_HSA=-7.22. (3) Drug 1: CCC1(CC2CC(C3=C(CCN(C2)C1)C4=CC=CC=C4N3)(C5=C(C=C6C(=C5)C78CCN9C7C(C=CC9)(C(C(C8N6C)(C(=O)OC)O)OC(=O)C)CC)OC)C(=O)OC)O.OS(=O)(=O)O. Drug 2: C1CN(P(=O)(OC1)NCCCl)CCCl. Cell line: SK-MEL-28. Synergy scores: CSS=-0.179, Synergy_ZIP=2.02, Synergy_Bliss=4.93, Synergy_Loewe=1.31, Synergy_HSA=2.07. (4) Drug 1: CN(CC1=CN=C2C(=N1)C(=NC(=N2)N)N)C3=CC=C(C=C3)C(=O)NC(CCC(=O)O)C(=O)O. Drug 2: CC1=CC=C(C=C1)C2=CC(=NN2C3=CC=C(C=C3)S(=O)(=O)N)C(F)(F)F. Cell line: MOLT-4. Synergy scores: CSS=43.6, Synergy_ZIP=-2.95, Synergy_Bliss=-1.97, Synergy_Loewe=-59.9, Synergy_HSA=-0.667. (5) Drug 1: C1=CC(=CC=C1C#N)C(C2=CC=C(C=C2)C#N)N3C=NC=N3. Drug 2: C1=NC2=C(N1)C(=S)N=CN2. Cell line: SF-539. Synergy scores: CSS=26.9, Synergy_ZIP=1.41, Synergy_Bliss=2.31, Synergy_Loewe=-7.79, Synergy_HSA=-0.248. (6) Drug 1: C1=CC(=C2C(=C1NCCNCCO)C(=O)C3=C(C=CC(=C3C2=O)O)O)NCCNCCO. Drug 2: CCN(CC)CCNC(=O)C1=C(NC(=C1C)C=C2C3=C(C=CC(=C3)F)NC2=O)C. Cell line: TK-10. Synergy scores: CSS=29.4, Synergy_ZIP=1.33, Synergy_Bliss=0.705, Synergy_Loewe=-18.0, Synergy_HSA=-1.33. (7) Drug 1: C1=NC2=C(N=C(N=C2N1C3C(C(C(O3)CO)O)F)Cl)N. Drug 2: C1=NC(=NC(=O)N1C2C(C(C(O2)CO)O)O)N. Cell line: U251. Synergy scores: CSS=35.7, Synergy_ZIP=-5.28, Synergy_Bliss=1.74, Synergy_Loewe=-1.67, Synergy_HSA=1.10. (8) Drug 1: CC1C(C(CC(O1)OC2CC(CC3=C2C(=C4C(=C3O)C(=O)C5=C(C4=O)C(=CC=C5)OC)O)(C(=O)C)O)N)O.Cl. Drug 2: C1C(C(OC1N2C=NC3=C(N=C(N=C32)Cl)N)CO)O. Cell line: SK-MEL-2. Synergy scores: CSS=4.37, Synergy_ZIP=-4.00, Synergy_Bliss=0.619, Synergy_Loewe=-3.86, Synergy_HSA=-1.09. (9) Drug 1: C1CCC(C1)C(CC#N)N2C=C(C=N2)C3=C4C=CNC4=NC=N3. Drug 2: COC1=NC(=NC2=C1N=CN2C3C(C(C(O3)CO)O)O)N. Cell line: HOP-62. Synergy scores: CSS=0.900, Synergy_ZIP=1.46, Synergy_Bliss=2.71, Synergy_Loewe=-0.284, Synergy_HSA=-0.476.